Dataset: Reaction yield outcomes from USPTO patents with 853,638 reactions. Task: Predict the reaction yield, written as a fraction of the theoretical maximum amount of product (1.0 means a 100% yield; for example, 0.34 means a 34% yield). (1) The reactants are F[C:2]1[CH:3]=[CH:4][C:5]([N+:9]([O-:11])=[O:10])=[C:6]([CH3:8])[CH:7]=1.[C:12]([NH:15][CH:16]1[CH2:20][CH2:19][NH:18][CH2:17]1)(=[O:14])[CH3:13].C(=O)([O-])[O-].[K+].[K+].[Cl-].[Na+]. The catalyst is CN1C(=O)CCC1. The product is [CH3:8][C:6]1[CH:7]=[C:2]([N:18]2[CH2:19][CH2:20][CH:16]([NH:15][C:12](=[O:14])[CH3:13])[CH2:17]2)[CH:3]=[CH:4][C:5]=1[N+:9]([O-:11])=[O:10]. The yield is 0.980. (2) The reactants are [F:1][C:2]1[CH:7]=[CH:6][CH:5]=[CH:4][C:3]=1[O:8][C:9]1[CH:14]=[CH:13][C:12]([N+:15]([O-])=O)=[CH:11][CH:10]=1.[NH4+].[Cl-]. The catalyst is CO.O.[Fe]. The product is [F:1][C:2]1[CH:7]=[CH:6][CH:5]=[CH:4][C:3]=1[O:8][C:9]1[CH:14]=[CH:13][C:12]([NH2:15])=[CH:11][CH:10]=1. The yield is 0.730. (3) The reactants are [CH2:1]([C:3]([CH2:10][S:11][C:12]1[CH:17]=[CH:16][CH:15]=[CH:14][C:13]=1[CH2:18][OH:19])([CH:6]=[CH:7][CH2:8][CH3:9])[CH:4]=[O:5])[CH3:2].[Cr](Cl)([O-])(=O)=O.[NH+]1C=CC=CC=1. The catalyst is C(Cl)Cl. The product is [CH2:1]([C:3]([CH2:10][S:11][C:12]1[CH:17]=[CH:16][CH:15]=[CH:14][C:13]=1[CH:18]=[O:19])([CH:6]=[CH:7][CH2:8][CH3:9])[CH:4]=[O:5])[CH3:2]. The yield is 0.660. (4) The reactants are [SH:1][CH2:2][CH2:3][OH:4].Br[C:6]1[CH:7]=[N:8][C:9]2[C:14]([CH:15]=1)=[CH:13][C:12]([O:16][CH3:17])=[CH:11][CH:10]=2.[H-].[Na+].C(OCC)(=O)C. The catalyst is CN(C)C=O.CCCCCC. The product is [CH3:17][O:16][C:12]1[CH:13]=[C:14]2[C:9](=[CH:10][CH:11]=1)[N:8]=[CH:7][C:6]([S:1][CH2:2][CH2:3][OH:4])=[CH:15]2. The yield is 0.790. (5) The reactants are Cl[C:2]1[N:10]=[C:9]([Cl:11])[CH:8]=[CH:7][C:3]=1[C:4]([NH2:6])=[O:5].ClC1C=[CH:20][C:16]([C:17](N)=[O:18])=[C:15](OCCC)N=1.[H-].[Na+]. The catalyst is C(#N)C. The product is [Cl:11][C:9]1[CH:8]=[CH:7][C:3]([C:4]([NH2:6])=[O:5])=[C:2]([O:18][CH2:17][CH:16]([CH3:20])[CH3:15])[N:10]=1. The yield is 0.660. (6) The reactants are [NH2:1][C:2]1[CH:3]=[C:4]([C:9]([O:11][CH3:12])=[O:10])[N:5]([CH2:7][CH3:8])[CH:6]=1.CCN(C(C)C)C(C)C.[Cl:22][C:23]1[C:24]([F:53])=[C:25]([C@@H:29]2[C@:33]([C:36]3[CH:41]=[CH:40][C:39]([Cl:42])=[CH:38][C:37]=3[F:43])([C:34]#[N:35])[C@H:32]([CH2:44][C:45]([CH3:48])([CH3:47])[CH3:46])[N:31]([CH3:49])[C@H:30]2[C:50](O)=[O:51])[CH:26]=[CH:27][CH:28]=1.CN(C(ON1N=NC2C=CC=NC1=2)=[N+](C)C)C.F[P-](F)(F)(F)(F)F. The catalyst is C(Cl)Cl. The product is [CH3:12][O:11][C:9]([C:4]1[N:5]([CH2:7][CH3:8])[CH:6]=[C:2]([NH:1][C:50]([C@H:30]2[C@H:29]([C:25]3[CH:26]=[CH:27][CH:28]=[C:23]([Cl:22])[C:24]=3[F:53])[C@:33]([C:36]3[CH:41]=[CH:40][C:39]([Cl:42])=[CH:38][C:37]=3[F:43])([C:34]#[N:35])[C@H:32]([CH2:44][C:45]([CH3:47])([CH3:46])[CH3:48])[N:31]2[CH3:49])=[O:51])[CH:3]=1)=[O:10]. The yield is 0.534. (7) The reactants are [NH2:1][C:2]1[N:10]=[CH:9][N:8]=[C:7]2[C:3]=1[N:4]=[CH:5][N:6]2[C@H:11]1[C@@H:15]2[O:16][C:17]([CH3:20])([CH3:19])[O:18][C@@H:14]2[C@@H:13]([CH2:21][N:22]([CH2:39][CH3:40])[CH:23]2[CH2:26][CH:25]([CH2:27][CH2:28][C:29]([O:31]CC3C=CC=CC=3)=[O:30])[CH2:24]2)[O:12]1. The catalyst is CO.[Pd]. The product is [NH2:1][C:2]1[N:10]=[CH:9][N:8]=[C:7]2[C:3]=1[N:4]=[CH:5][N:6]2[C@H:11]1[C@@H:15]2[O:16][C:17]([CH3:20])([CH3:19])[O:18][C@@H:14]2[C@@H:13]([CH2:21][N:22]([CH2:39][CH3:40])[CH:23]2[CH2:26][CH:25]([CH2:27][CH2:28][C:29]([OH:31])=[O:30])[CH2:24]2)[O:12]1. The yield is 0.920. (8) The reactants are [OH:1][CH2:2][C:3]([CH3:27])([CH3:26])[CH2:4][NH:5][C:6]([C:8]1[C:16]2[C:11](=[N:12][CH:13]=[C:14]([Br:17])[N:15]=2)[N:10]([CH2:18][O:19][CH2:20][CH2:21][Si:22]([CH3:25])([CH3:24])[CH3:23])[CH:9]=1)=[O:7].C(N(CC)C(C)C)(C)C.[CH3:37][Si:38]([CH3:45])([CH3:44])[CH2:39][CH2:40][O:41][CH2:42]Cl.Cl. The catalyst is ClCCl.C(OCC)(=O)C. The product is [CH3:26][C:3]([CH3:27])([CH2:2][O:1][CH2:42][O:41][CH2:40][CH2:39][Si:38]([CH3:45])([CH3:44])[CH3:37])[CH2:4][NH:5][C:6]([C:8]1[C:16]2[C:11](=[N:12][CH:13]=[C:14]([Br:17])[N:15]=2)[N:10]([CH2:18][O:19][CH2:20][CH2:21][Si:22]([CH3:24])([CH3:23])[CH3:25])[CH:9]=1)=[O:7]. The yield is 0.930. (9) The reactants are [Br:1][C:2]1[S:3][C:4]([C:7]2[C:8]3[CH:15]=[CH:14][N:13](COCC[Si](C)(C)C)[C:9]=3[N:10]=[CH:11][N:12]=2)=[CH:5][N:6]=1. The catalyst is C(Cl)Cl.C(O)(C(F)(F)F)=O. The product is [Br:1][C:2]1[S:3][C:4]([C:7]2[C:8]3[CH:15]=[CH:14][NH:13][C:9]=3[N:10]=[CH:11][N:12]=2)=[CH:5][N:6]=1. The yield is 0.720. (10) The yield is 0.200. The product is [Br:32][C:33]1[C:34]([NH:48][C:49]([C:51]2[N:55]([CH3:56])[N:54]=[CH:53][C:52]=2[C:57]([N:16]2[CH2:13][CH2:12][CH2:11]2)=[O:58])=[O:50])=[CH:35][C:36]2[N:37]([CH:39]=[C:40]([C:42]3[CH:43]=[CH:44][CH:45]=[CH:46][CH:47]=3)[N:41]=2)[CH:38]=1. The reactants are CN(C(O[N:16]1N=[N:16][C:11]2[CH:12]=[CH:13][CH:13]=[CH:12][C:11]1=2)=[N+](C)C)C.[B-](F)(F)(F)F.C(N(C(C)C)CC)(C)C.[Br:32][C:33]1[C:34]([NH:48][C:49]([C:51]2[N:55]([CH3:56])[N:54]=[CH:53][C:52]=2[C:57](O)=[O:58])=[O:50])=[CH:35][C:36]2[N:37]([CH:39]=[C:40]([C:42]3[CH:47]=[CH:46][CH:45]=[CH:44][CH:43]=3)[N:41]=2)[CH:38]=1.N1CCC1. The catalyst is CN(C=O)C.C(OCC)(=O)C.